From a dataset of Reaction yield outcomes from USPTO patents with 853,638 reactions. Predict the reaction yield, written as a fraction of the theoretical maximum amount of product (1.0 means a 100% yield; for example, 0.34 means a 34% yield). The reactants are [OH:1][C@@H:2]([C:4]1[CH:13]=[CH:12][C:7]([C:8]([O:10][CH3:11])=[O:9])=[CH:6][CH:5]=1)[CH3:3].[C:14]1(O)[CH:19]=[CH:18][CH:17]=[CH:16][CH:15]=1.C1(P(C2C=CC=CC=2)C2C=CC=CC=2)C=CC=CC=1.N(/C(OC(C)C)=O)=N\C(OC(C)C)=O. The catalyst is O1CCCC1. The product is [O:1]([C@H:2]([C:4]1[CH:13]=[CH:12][C:7]([C:8]([O:10][CH3:11])=[O:9])=[CH:6][CH:5]=1)[CH3:3])[C:14]1[CH:19]=[CH:18][CH:17]=[CH:16][CH:15]=1. The yield is 0.800.